From a dataset of Forward reaction prediction with 1.9M reactions from USPTO patents (1976-2016). Predict the product of the given reaction. Given the reactants F[C:2]1[CH:7]=[CH:6][CH:5]=[CH:4][CH:3]=1.[C:8](#[N:12])[CH:9]([CH3:11])[CH3:10].C[Si]([N-][Si](C)(C)C)(C)C.[K+], predict the reaction product. The product is: [CH3:10][C:9]([C:2]1[CH:7]=[CH:6][CH:5]=[CH:4][CH:3]=1)([CH3:11])[C:8]#[N:12].